From a dataset of Forward reaction prediction with 1.9M reactions from USPTO patents (1976-2016). Predict the product of the given reaction. (1) Given the reactants [CH3:1][O:2][C:3]1[C:11]2[NH:10][C:9]([C:12]([F:15])([F:14])[F:13])=[N:8][C:7]=2[CH:6]=[CH:5][CH:4]=1.[CH2:16](Br)[CH2:17][CH3:18], predict the reaction product. The product is: [CH3:1][O:2][C:3]1[C:11]2[N:10]=[C:9]([C:12]([F:15])([F:13])[F:14])[N:8]([CH2:16][CH2:17][CH3:18])[C:7]=2[CH:6]=[CH:5][CH:4]=1. (2) Given the reactants C([O:8][C:9]1[CH:14]=[CH:13][CH:12]=[CH:11][C:10]=1[CH:15]([C:17]1[CH:22]=[CH:21][C:20]([C:23]([CH3:26])([CH3:25])[CH3:24])=[CH:19][CH:18]=1)O)C1C=CC=CC=1.Cl, predict the reaction product. The product is: [C:23]([C:20]1[CH:21]=[CH:22][C:17]([CH2:15][C:10]2[CH:11]=[CH:12][CH:13]=[CH:14][C:9]=2[OH:8])=[CH:18][CH:19]=1)([CH3:26])([CH3:24])[CH3:25].